Dataset: CYP2C19 inhibition data for predicting drug metabolism from PubChem BioAssay. Task: Regression/Classification. Given a drug SMILES string, predict its absorption, distribution, metabolism, or excretion properties. Task type varies by dataset: regression for continuous measurements (e.g., permeability, clearance, half-life) or binary classification for categorical outcomes (e.g., BBB penetration, CYP inhibition). Dataset: cyp2c19_veith. The drug is CNc1nc(NCCOC23CC4CC(CC(C4)C2)C3)nc(OCC(F)(F)F)n1. The result is 1 (inhibitor).